Dataset: Catalyst prediction with 721,799 reactions and 888 catalyst types from USPTO. Task: Predict which catalyst facilitates the given reaction. (1) Reactant: Cl[S:2]([CH2:5][CH2:6][CH2:7][NH:8][C:9](=[O:11])[CH3:10])(=[O:4])=[O:3].[OH:12][CH2:13][C:14]1([CH3:25])[CH2:23][C:22]2[C:17](=[CH:18][CH:19]=[CH:20][CH:21]=2)[C:16](=[O:24])[O:15]1.C(N(CC)CC)C.N1C=CC=CC=1. Product: [C:9]([NH:8][CH2:7][CH2:6][CH2:5][S:2]([O:12][CH2:13][C:14]1([CH3:25])[CH2:23][C:22]2[C:17](=[CH:18][CH:19]=[CH:20][CH:21]=2)[C:16](=[O:24])[O:15]1)(=[O:4])=[O:3])(=[O:11])[CH3:10]. The catalyst class is: 4. (2) Reactant: [CH3:1][O:2][C:3]([C:5]1([O:8][C:9]2[CH:10]=[N:11][C:12]([O:15]CC3C=CC=CC=3)=[CH:13][CH:14]=2)[CH2:7][CH2:6]1)=[O:4]. Product: [CH3:1][O:2][C:3]([C:5]1([O:8][C:9]2[CH:10]=[N:11][C:12]([OH:15])=[CH:13][CH:14]=2)[CH2:7][CH2:6]1)=[O:4]. The catalyst class is: 29. (3) Reactant: [C:1]1(=[O:11])[O:6][C:4](=O)[C:3]2=[CH:7][CH:8]=[CH:9][CH:10]=[C:2]12.[S:12]1[CH:16]=[CH:15][CH:14]=[C:13]1[CH2:17][NH2:18].Cl. Product: [S:12]1[CH:16]=[CH:15][CH:14]=[C:13]1[CH2:17][N:18]1[C:1](=[O:11])[C:2]2[C:3](=[CH:7][CH:8]=[CH:9][CH:10]=2)[C:4]1=[O:6]. The catalyst class is: 11.